From a dataset of Reaction yield outcomes from USPTO patents with 853,638 reactions. Predict the reaction yield, written as a fraction of the theoretical maximum amount of product (1.0 means a 100% yield; for example, 0.34 means a 34% yield). (1) The reactants are [F:1][C:2]([F:7])([F:6])[C:3]([OH:5])=[O:4].[NH2:8][C:9]1[C:18]2[C:13](=[CH:14][C:15]([O:19][CH:20]([C:25]3[CH:30]=[C:29]([O:31][CH3:32])[C:28]([O:33][CH3:34])=[CH:27][C:26]=3[F:35])[C:21]([O:23]C)=[O:22])=[CH:16][CH:17]=2)[CH:12]=[CH:11][N:10]=1.[Li+].[OH-]. The catalyst is C1COCC1. The product is [F:1][C:2]([F:7])([F:6])[C:3]([OH:5])=[O:4].[NH2:8][C:9]1[C:18]2[C:13](=[CH:14][C:15]([O:19][CH:20]([C:25]3[CH:30]=[C:29]([O:31][CH3:32])[C:28]([O:33][CH3:34])=[CH:27][C:26]=3[F:35])[C:21]([OH:23])=[O:22])=[CH:16][CH:17]=2)[CH:12]=[CH:11][N:10]=1. The yield is 0.640. (2) The reactants are Cl.[CH2:2]([O:4][C:5](=[O:14])[CH2:6][C@H:7]1[CH2:12][CH2:11][C@H:10]([NH2:13])[CH2:9][CH2:8]1)[CH3:3].Cl.[N:16]1[C:25]2[C:20](=[CH:21][CH:22]=[CH:23][CH:24]=2)[C:19]([C:26]([Cl:28])=[O:27])=[CH:18][CH:17]=1.C(N(CC)CC)C.CCCCCCC.C(OCC)(=O)C. The catalyst is ClCCl. The product is [ClH:28].[CH2:2]([O:4][C:5](=[O:14])[CH2:6][C@H:7]1[CH2:8][CH2:9][C@H:10]([NH:13][C:26]([C:19]2[C:20]3[C:25](=[CH:24][CH:23]=[CH:22][CH:21]=3)[N:16]=[CH:17][CH:18]=2)=[O:27])[CH2:11][CH2:12]1)[CH3:3]. The yield is 0.420.